This data is from Full USPTO retrosynthesis dataset with 1.9M reactions from patents (1976-2016). The task is: Predict the reactants needed to synthesize the given product. Given the product [Cl:10][C:4]1[CH:3]=[C:2]([NH:1][CH2:27][C:24]([OH:25])([CH3:26])[C:22]([NH:21][C:14]2[CH:15]=[CH:16][C:17]([N+:18]([O-:20])=[O:19])=[C:12]([CH3:11])[CH:13]=2)=[O:23])[CH:9]=[CH:8][C:5]=1[C:6]#[N:7], predict the reactants needed to synthesize it. The reactants are: [NH2:1][C:2]1[CH:9]=[CH:8][C:5]([C:6]#[N:7])=[C:4]([Cl:10])[CH:3]=1.[CH3:11][C:12]1[CH:13]=[C:14]([NH:21][C:22]([C:24]2([CH3:27])[CH2:26][O:25]2)=[O:23])[CH:15]=[CH:16][C:17]=1[N+:18]([O-:20])=[O:19].